Dataset: Forward reaction prediction with 1.9M reactions from USPTO patents (1976-2016). Task: Predict the product of the given reaction. Given the reactants [CH3:1][Mg]Br.[Br:4][C:5]1[CH:16]=[CH:15][C:14]([Cl:17])=[CH:13][C:6]=1[C:7](N(OC)C)=[O:8].Cl.O, predict the reaction product. The product is: [Br:4][C:5]1[CH:16]=[CH:15][C:14]([Cl:17])=[CH:13][C:6]=1[C:7](=[O:8])[CH3:1].